Task: Predict the product of the given reaction.. Dataset: Forward reaction prediction with 1.9M reactions from USPTO patents (1976-2016) (1) Given the reactants [CH2:1]([O:3][C:4](=[O:47])[C:5]1[CH:10]=[CH:9][CH:8]=[CH:7][C:6]=1[C:11]1[C:20]2[CH2:21][N:22]([CH2:25][C:26]3[CH:31]=[CH:30][C:29]([F:32])=[CH:28][CH:27]=3)[C:23](=[O:24])[C:19]=2[C:18]([O:33]C(C2C=CC=CC=2)C2C=CC=CC=2)=[C:17]2[C:12]=1[CH:13]=[CH:14][CH:15]=[N:16]2)[CH3:2].[F:48][C:49]([F:54])([F:53])[C:50]([OH:52])=[O:51].C([SiH](CC)CC)C, predict the reaction product. The product is: [CH2:1]([O:3][C:4](=[O:47])[C:5]1[CH:10]=[CH:9][CH:8]=[CH:7][C:6]=1[C:11]1[C:20]2[CH2:21][N:22]([CH2:25][C:26]3[CH:27]=[CH:28][C:29]([F:32])=[CH:30][CH:31]=3)[C:23](=[O:24])[C:19]=2[C:18]([OH:33])=[C:17]2[C:12]=1[CH:13]=[CH:14][CH:15]=[N:16]2)[CH3:2].[C:50]([OH:52])([C:49]([F:54])([F:53])[F:48])=[O:51]. (2) Given the reactants [OH:1][C@H:2]([CH3:14])[CH2:3][N:4]1[CH:12]=[N:11][C:10]2[C:5]1=[N:6][CH:7]=[N:8][C:9]=2[NH2:13].CC[O:17][P:18]([O:32]CC)([CH2:20]OS(C1C=CC(C)=CC=1)(=O)=O)=[O:19].CC(C)([O-])C.[Mg+2].CC(C)([O-])C.CN(C)C=O, predict the reaction product. The product is: [P:18]([CH2:20][O:1][C@H:2]([CH3:14])[CH2:3][N:4]1[CH:12]=[N:11][C:10]2[C:5]1=[N:6][CH:7]=[N:8][C:9]=2[NH2:13])([OH:32])([OH:19])=[O:17].